Dataset: NCI-60 drug combinations with 297,098 pairs across 59 cell lines. Task: Regression. Given two drug SMILES strings and cell line genomic features, predict the synergy score measuring deviation from expected non-interaction effect. Drug 1: CC1=C(C=C(C=C1)NC2=NC=CC(=N2)N(C)C3=CC4=NN(C(=C4C=C3)C)C)S(=O)(=O)N.Cl. Drug 2: CC1C(C(=O)NC(C(=O)N2CCCC2C(=O)N(CC(=O)N(C(C(=O)O1)C(C)C)C)C)C(C)C)NC(=O)C3=C4C(=C(C=C3)C)OC5=C(C(=O)C(=C(C5=N4)C(=O)NC6C(OC(=O)C(N(C(=O)CN(C(=O)C7CCCN7C(=O)C(NC6=O)C(C)C)C)C)C(C)C)C)N)C. Cell line: SNB-75. Synergy scores: CSS=14.7, Synergy_ZIP=1.15, Synergy_Bliss=8.59, Synergy_Loewe=9.28, Synergy_HSA=9.25.